From a dataset of NCI-60 drug combinations with 297,098 pairs across 59 cell lines. Regression. Given two drug SMILES strings and cell line genomic features, predict the synergy score measuring deviation from expected non-interaction effect. (1) Drug 1: CCCCC(=O)OCC(=O)C1(CC(C2=C(C1)C(=C3C(=C2O)C(=O)C4=C(C3=O)C=CC=C4OC)O)OC5CC(C(C(O5)C)O)NC(=O)C(F)(F)F)O. Drug 2: CN1C2=C(C=C(C=C2)N(CCCl)CCCl)N=C1CCCC(=O)O.Cl. Cell line: MALME-3M. Synergy scores: CSS=5.61, Synergy_ZIP=4.65, Synergy_Bliss=8.58, Synergy_Loewe=1.96, Synergy_HSA=2.49. (2) Drug 1: C1=NC(=NC(=O)N1C2C(C(C(O2)CO)O)O)N. Drug 2: C#CCC(CC1=CN=C2C(=N1)C(=NC(=N2)N)N)C3=CC=C(C=C3)C(=O)NC(CCC(=O)O)C(=O)O. Cell line: HCT116. Synergy scores: CSS=73.3, Synergy_ZIP=25.0, Synergy_Bliss=2.81, Synergy_Loewe=83.5, Synergy_HSA=2.22. (3) Drug 1: C1=CC(=CC=C1CC(C(=O)O)N)N(CCCl)CCCl.Cl. Drug 2: CCC1(CC2CC(C3=C(CCN(C2)C1)C4=CC=CC=C4N3)(C5=C(C=C6C(=C5)C78CCN9C7C(C=CC9)(C(C(C8N6C)(C(=O)OC)O)OC(=O)C)CC)OC)C(=O)OC)O.OS(=O)(=O)O. Cell line: HOP-62. Synergy scores: CSS=20.1, Synergy_ZIP=-7.66, Synergy_Bliss=-4.13, Synergy_Loewe=-21.6, Synergy_HSA=-5.22. (4) Drug 1: CC1=C(C(CCC1)(C)C)C=CC(=CC=CC(=CC(=O)O)C)C. Drug 2: CCC(=C(C1=CC=CC=C1)C2=CC=C(C=C2)OCCN(C)C)C3=CC=CC=C3.C(C(=O)O)C(CC(=O)O)(C(=O)O)O. Cell line: SNB-19. Synergy scores: CSS=-2.75, Synergy_ZIP=-1.30, Synergy_Bliss=-6.88, Synergy_Loewe=-6.03, Synergy_HSA=-7.02. (5) Drug 1: CC1=C2C(C(=O)C3(C(CC4C(C3C(C(C2(C)C)(CC1OC(=O)C(C(C5=CC=CC=C5)NC(=O)OC(C)(C)C)O)O)OC(=O)C6=CC=CC=C6)(CO4)OC(=O)C)OC)C)OC. Synergy scores: CSS=37.2, Synergy_ZIP=-0.0474, Synergy_Bliss=-2.22, Synergy_Loewe=-20.9, Synergy_HSA=-2.54. Cell line: TK-10. Drug 2: CN1C2=C(C=C(C=C2)N(CCCl)CCCl)N=C1CCCC(=O)O.Cl. (6) Drug 1: C1CN1P(=S)(N2CC2)N3CC3. Drug 2: CC1C(C(CC(O1)OC2CC(OC(C2O)C)OC3=CC4=CC5=C(C(=O)C(C(C5)C(C(=O)C(C(C)O)O)OC)OC6CC(C(C(O6)C)O)OC7CC(C(C(O7)C)O)OC8CC(C(C(O8)C)O)(C)O)C(=C4C(=C3C)O)O)O)O. Cell line: SK-MEL-28. Synergy scores: CSS=62.3, Synergy_ZIP=-1.53, Synergy_Bliss=-0.571, Synergy_Loewe=-31.7, Synergy_HSA=-1.47. (7) Drug 1: C1=NC2=C(N=C(N=C2N1C3C(C(C(O3)CO)O)O)F)N. Drug 2: C1CN1C2=NC(=NC(=N2)N3CC3)N4CC4. Cell line: IGROV1. Synergy scores: CSS=19.3, Synergy_ZIP=-6.08, Synergy_Bliss=-0.945, Synergy_Loewe=-1.54, Synergy_HSA=1.24.